From a dataset of Reaction yield outcomes from USPTO patents with 853,638 reactions. Predict the reaction yield, written as a fraction of the theoretical maximum amount of product (1.0 means a 100% yield; for example, 0.34 means a 34% yield). (1) The reactants are [F:1][C:2]1[C:3](/[C:9](=[N:11]\O)/[CH3:10])=[N:4][CH:5]=[C:6]([F:8])[CH:7]=1.[C:13](OC(=O)C)(=[O:15])[CH3:14]. The catalyst is CN(C=O)C.CCOCC.[Fe].C[Si](Cl)(C)C. The product is [F:1][C:2]1[C:3]([C:9]([NH:11][C:13](=[O:15])[CH3:14])=[CH2:10])=[N:4][CH:5]=[C:6]([F:8])[CH:7]=1. The yield is 0.190. (2) The reactants are [C:1]1([NH:7][C:8]2[C:17]3[C:12](=[CH:13][CH:14]=[CH:15][CH:16]=3)[CH:11]=[CH:10][CH:9]=2)[CH:6]=[CH:5][CH:4]=[CH:3][CH:2]=1.[Br:18][C:19]1[CH:24]=[CH:23][C:22](I)=[CH:21][CH:20]=1.C(P(C(C)(C)C)C(C)(C)C)(C)(C)C.CC(C)([O-])C.[Na+]. The catalyst is C1C=CC(/C=C/C(/C=C/C2C=CC=CC=2)=O)=CC=1.C1C=CC(/C=C/C(/C=C/C2C=CC=CC=2)=O)=CC=1.C1C=CC(/C=C/C(/C=C/C2C=CC=CC=2)=O)=CC=1.[Pd].[Pd].C1(C)C=CC=CC=1. The product is [Br:18][C:19]1[CH:24]=[CH:23][C:22]([N:7]([C:1]2[CH:6]=[CH:5][CH:4]=[CH:3][CH:2]=2)[C:8]2[C:17]3[C:12](=[CH:13][CH:14]=[CH:15][CH:16]=3)[CH:11]=[CH:10][CH:9]=2)=[CH:21][CH:20]=1. The yield is 0.620. (3) The reactants are C([O:3][P:4]([CH2:9][CH2:10][N:11]([C:37](=[O:39])[CH3:38])[CH2:12][C:13]([CH3:36])=[CH:14][CH2:15][C:16]1[C:17]([O:29]CC[Si](C)(C)C)=[C:18]2[C:22](=[C:23]([CH3:27])[C:24]=1[O:25][CH3:26])[CH2:21][O:20][C:19]2=[O:28])(=[O:8])[O:5]CC)C.C[Si](Br)(C)C.N1C(C)=CC=CC=1C. The catalyst is C(#N)C. The product is [C:37]([N:11]([CH2:12][C:13]([CH3:36])=[CH:14][CH2:15][C:16]1[C:17]([OH:29])=[C:18]2[C:22](=[C:23]([CH3:27])[C:24]=1[O:25][CH3:26])[CH2:21][O:20][C:19]2=[O:28])[CH2:10][CH2:9][P:4](=[O:3])([OH:5])[OH:8])(=[O:39])[CH3:38]. The yield is 0.530.